From a dataset of Forward reaction prediction with 1.9M reactions from USPTO patents (1976-2016). Predict the product of the given reaction. (1) Given the reactants [NH2:1][C:2]1[CH:3]=[C:4]2[C:17](=[CH:18][CH:19]=1)[CH2:16][C@@:6]1([C:14]3[C:9](=[N:10][CH:11]=[CH:12][CH:13]=3)[NH:8][C:7]1=[O:15])[CH2:5]2.[C:20]1(Cl)[C:26](=O)C(Cl)=C(Cl)[C:22](=O)[C:21]=1Cl.Cl.C(=O)/C=C/C.[OH-].[Na+], predict the reaction product. The product is: [NH4+:1].[OH-:15].[CH3:22][C:21]1[CH:20]=[CH:26][C:19]2[C:2](=[CH:3][C:4]3[CH2:5][C@:6]4([C:14]5[C:9](=[N:10][CH:11]=[CH:12][CH:13]=5)[NH:8][C:7]4=[O:15])[CH2:16][C:17]=3[CH:18]=2)[N:1]=1. (2) The product is: [F:1][C:2]1[CH:3]=[N:4][CH:5]=[CH:6][C:7]=1[NH:8][C:21](=[O:22])[C:20]1[C:19]([Cl:18])=[CH:27][CH:26]=[CH:25][C:24]=1[Cl:28]. Given the reactants [F:1][C:2]1[CH:3]=[N:4][CH:5]=[CH:6][C:7]=1[NH2:8].CCN(C(C)C)C(C)C.[Cl:18][C:19]1[CH:27]=[CH:26][CH:25]=[C:24]([Cl:28])[C:20]=1[C:21](Cl)=[O:22], predict the reaction product.